The task is: Regression. Given a peptide amino acid sequence and an MHC pseudo amino acid sequence, predict their binding affinity value. This is MHC class II binding data.. This data is from Peptide-MHC class II binding affinity with 134,281 pairs from IEDB. (1) The peptide sequence is NLVIEGPTTCGYLPT. The MHC is DRB1_1101 with pseudo-sequence DRB1_1101. The binding affinity (normalized) is 0.360. (2) The peptide sequence is ERLAVMGDTAWDFSS. The MHC is HLA-DQA10501-DQB10402 with pseudo-sequence HLA-DQA10501-DQB10402. The binding affinity (normalized) is 0. (3) The peptide sequence is YVDRFYKTLRAEQASQEV. The MHC is HLA-DPA10103-DPB10401 with pseudo-sequence HLA-DPA10103-DPB10401. The binding affinity (normalized) is 0.262. (4) The peptide sequence is NVVKSGIFLSVAAGN. The MHC is DRB4_0101 with pseudo-sequence DRB4_0103. The binding affinity (normalized) is 0.484. (5) The peptide sequence is LDAKSTWYGKPTGAG. The MHC is HLA-DQA10102-DQB10602 with pseudo-sequence HLA-DQA10102-DQB10602. The binding affinity (normalized) is 0. (6) The peptide sequence is YLSLLSACNKIKGKK. The MHC is DRB1_0101 with pseudo-sequence DRB1_0101. The binding affinity (normalized) is 0.894.